Dataset: Experimentally validated miRNA-target interactions with 360,000+ pairs, plus equal number of negative samples. Task: Binary Classification. Given a miRNA mature sequence and a target amino acid sequence, predict their likelihood of interaction. (1) The miRNA is hsa-miR-410-5p with sequence AGGUUGUCUGUGAUGAGUUCG. The protein sequence of the target gene is MRVESGSAQERGILLESLSTLLEKTTASHEGRAPGNRELTDLLPPEVCSLLNPAAIYANNEISLRDVEVYGFDYDYTLAQYADALHPEIFSTARDILIEHYKYPEGIRKYDYNPSFAIRGLHYDIQKSLLMKIDAFHYVQLGTAYRGLQPVPDEEVIELYGGTQHIPLYQMSGFYGKGPSIKQFMDIFSLPEMALLSCVVDYFLGHSLEFDQAHLYKDVTDAIRDVHVKGLMYQWIEQDMEKYILRGDETFAVLSRLVAHGKQLFLITNSPFSFVDKGMRHMVGPDWRQLFDVVIVQADK.... Result: 0 (no interaction). (2) The miRNA is mmu-miR-3057-3p with sequence UCCCACAGGCCCAGCUCAUAGC. The protein sequence of the target gene is MAVAQQLRAESDFEQLPDDVAISANIADIEEKRGFTSHFVFVIEVKTKGGSKYLIYRRYRQFHALQSKLEERFGPDSKSSALACTLPTLPAKVYVGVKQEIAEMRIPALNAYMKSLLSLPVWVLMDEDVRIFFYQSPYDSEQVPQALRRLRPRTRKVKSVSPQGNSVDRMAAPRAEALFDFTGNSKLELNFKAGDVIFLLSRINKDWLEGTVRGATGIFPLSFVKILKDFPEEDDPTNWLRCYYYEDTISTIKDIAVEEDLSSTPLLKDLLELTRREFQREDIALNYRDAEGDLVRLLSD.... Result: 0 (no interaction). (3) The miRNA is hsa-miR-548x-3p with sequence UAAAAACUGCAAUUACUUUC. The protein sequence of the target gene is MVLLWEPAGAWLALGLALALGPSVAAAAPRQDCTGVECPPLENCIEEALEPGACCATCVQQGCACEGYQYYDCLQGGFVRGRVPAGQSYFVDFGSTECSCPPGGGKISCQFMLCPELPPNCIEAVVVADSCPQCGQVGCVHAGHKYAAGHTVHLPPCRACHCPDAGGELICYQLPGCHGNFSDAEEGDPERHYEDPYSYDQEVAEVEAATALGGEVQAGAVQAGAGGPPAALGGGSQPLSTIQAPPWPAVLPRPTAAAALGPPAPVQAKARRVTEDSEEEEEEEEEREEMAVTEQLAAGG.... Result: 1 (interaction). (4) The protein sequence of the target gene is MALNNFLFAQCVCYFLAFLFSFVVVVPLSENGHDFRGRCLLFTEGMWLSANLTMQGRERFTVQEWGPPAACRFSLLASLLSLLLAAAHAWRTLFFLCKGHEGSFFYAFLNLLVSAFVVFLVFIASTIVSVGFTMWCDTITEKGSTPHSCEEFQETDLELNVDNSAFYHQFAIAQFGLWASWLAWLAITTLAFLKVYHNYRQEDLLDSLVHEKELLLARPTSRTSFQGEKSAVI. Result: 1 (interaction). The miRNA is mmu-miR-27b-3p with sequence UUCACAGUGGCUAAGUUCUGC. (5) The miRNA is mmu-miR-181a-5p with sequence AACAUUCAACGCUGUCGGUGAGU. The protein sequence of the target gene is MEEEAETEEQQRFSYQQRLKAAVHYTVGCLCEEVALDKEMQFSKQTIAAISELTFRQCENFAKDLEMFARHAKRTTINTEDVKLLARRSNSLLKYITDKSEEIAQINLERKAQKKKKSEDGSKNSRQPAEAGVVESEN. Result: 0 (no interaction). (6) The miRNA is hsa-miR-3915 with sequence UUGAGGAAAAGAUGGUCUUAUU. Result: 1 (interaction). The protein sequence of the target gene is MMKTEPRGPGGPLRSASPHRSAYEAGIQALKPPDAPGPDEAPKGAHHKKYGSNVHRIKSMFLQMGTTAGPSGEAGGGAGLAEAPRASERGVRLSLPRASSLNENVDHSALLKLGTSVSERVSRFDSKPAPSAQPAPPPHPPSRLQETRKLFERSAPAAAGGDKEAAARRLLRQERAGLQDRKLDVVVRFNGSTEALDKLDADAVSPTVSQLSAVFEKADSRTGLHRGPGLPRAAGVPQVNSKLVSKRSRVFQPPPPPPPAPSGDAPAEKERCPAGQQPPQHRVAPARPPPKPREVRKIKP.... (7) The miRNA is cel-miR-63-3p with sequence UAUGACACUGAAGCGAGUUGGAAA. The protein sequence of the target gene is MAEEVSTLMKATVLMRQPGRVQEIVGALRKGGGDRLQVISDFDMTLSRFAYNGKRCPSSYNILDNSKIISEECRKELTALLHHYYPIEIDPHRTVKEKLPHMVEWWTKAHNLLCQQKIQKFQIAQVVRESNAMLREGYKTFFNTLYHNNIPLFIFSAGIGDILEEIIRQMKVFHPNIHIVSNYMDFNEDGFLQGFKGQLIHTYNKNSSACENSGYFQQLEGKTNVILLGDSIGDLTMADGVPGVQNILKIGFLNDKVEERRERYMDSYDIVLEKDETLDVVNGLLQHILCQGVQLEMQGP.... Result: 0 (no interaction).